This data is from Human Reference Interactome with 51,813 positive PPI pairs across 8,248 proteins, plus equal number of experimentally-validated negative pairs. The task is: Binary Classification. Given two protein amino acid sequences, predict whether they physically interact or not. (1) Protein 1 (ENSG00000169635) has sequence MVSGPLALRWCAWAGRGDMGPDMELPSHSKQLLLQLNQQRTKGFLCDVIIMVENSIFRAHKNVLAASSIYFKSLVLHDNLINLDTDMVSSTVFQQILDFIYTGKLLPSDQPAEPNFSTLLTAASYLQLPELAALCRRKLKRAGKPFGSGRAGSTGMGRPPRSQRLSTASVIQARYQGLVDGRKGAHAPQELPQAKGSDDELFLGGSNQDSVQGLGRAVCPAGGEAGLGGCSSSTNGSSGGCEQELGLDLSKKSPPLPPATPGPHLTPDDAAQLSDSQHGSPPAASAPPVANSASYSELGG.... Protein 2 (ENSG00000169016) has sequence MNPSPSKIRINLEDNVQYVSMRKALKVKRPRFDVSLVYLTRKFMDLVRSAPGGILDLNKVATKLGVRKRRVYDITNVLDGIDLVEKKSKNHIRWIGSDLSNFGAVPQQKKLQEELSDLSAMEDALDELIKDCAQQLFELTDDKENERLAYVTYQDIHSIQAFHEQIVIAVKAPAETRLDVPAPREDSITVHIRSTNGPIDVYLCEVEQGQTSNKRSEGVGTSSSESTHPEGPEEEENPQQSEELLEVSN*MSQQRPARKLPSLLLDPTEETVRRRCRDPINVEGLLKL*MSQQRPARKLP.... Result: 0 (the proteins do not interact). (2) Protein 1 (ENSG00000168140) has sequence MCSRVPLLLPLLLLLALGPGVQGCPSGCQCSQPQTVFCTARQGTTVPRDVPPDTVGLYVFENGITMLDAGSFAGLPGLQLLDLSQNQIASLPSGVFQPLANLSNLDLTANRLHEITNETFRGLRRLERLYLGKNRIRHIQPGAFDTLDRLLELKLQDNELRALPPLRLPRLLLLDLSHNSLLALEPGILDTANVEALRLAGLGLQQLDEGLFSRLRNLHDLDVSDNQLERVPPVIRGLRGLTRLRLAGNTRIAQLRPEDLAGLAALQELDVSNLSLQALPGDLSGLFPRLRLLAAARNPF.... Protein 2 (ENSG00000131373) has sequence MPDSNFAERSEEQVSGAKVIAQALKTQDVEYIFGIVGIPVTEIAIAAQQLGIKYIGMRNEQAACYAASAIGYLTSRPGVCLVVSGPGLIHALGGMANANMNCWPLLVIGGSSERNQETMGAFQEFPQVEACRLYTKFSARPSSIEAIPFVIEKAVRSSIYGRPGACYVDIPADFVNLQVNVNSIKYMERCMSPPISMAETSAVCTAASVIRNAKQPLLIIGKGAAYAHAEESIKKLVEQYKLPFLPTPMGKGVVPDNHPYCVGAARSRALQFADVIVLFGARLNWILHFGLPPRYQPDVK.... Result: 0 (the proteins do not interact). (3) Protein 1 (ENSG00000177143) has sequence MASGFKKPSAASTGQKRKVAPKPELTEDQKQEVREAFDLFDVDGSGTIDAKELKVAMRALGFEPRKEEMKKMISEVDREGTGKISFNDFLAVMTQKMSEKDTKEEILKAFRLFDDDETGKISFKNLKRVANELGENLTDEELQEMIDEADRDGDGEVNEEEFLRIMKKTSLY*. Protein 2 (ENSG00000134321) has sequence MWVLTPAAFAGKLLSVFRQPLSSLWRSLVPLFCWLRATFWLLATKRRKQQLVLRGPDETKEEEEDPPLPTTPTSVNYHFTRQCNYKCGFCFHTAKTSFVLPLEEAKRGLLLLKEAGMEKINFSGGEPFLQDRGEYLGKLVRFCKVELRLPSVSIVSNGSLIRERWFQNYGEYLDILAISCDSFDEEVNVLIGRGQGKKNHVENLQKLRRWCRDYRVAFKINSVINRFNVEEDMTEQIKALNPVRWKVFQCLLIEGENCGEDALREAERFVIGDEEFERFLERHKEVSCLVPESNQKMKDS.... Result: 0 (the proteins do not interact). (4) Protein 1 (ENSG00000100065) has sequence MPGRAEAGEAEEEAGAGSGSEAEEDALWERIEGVRHRLARALNPAKLTPYLRQCRVIDEQDEEEVLSTYRFPCRVNRTGRLMDILRCRGKRGYEAFLEALEFYYPEHFTLLTGQEPAQRCSMILDEEGPEGLTQFLMTEVRRLREARKSQLQREQQLQARGRVLEEERAGLEQRLRDQQQAQERCQRLREDWEAGSLELLRLKDENYMIAMRLAQLSEEKNSAVLRSRDLQLAVDQLKLKVSRLEEECALLRRARGPPPGAEEKEKEKEKEKEPDNVDLVSELRAENQRLTASLRELQEG.... Protein 2 (ENSG00000170954) has sequence MAFTQLTFRDVAIEFSQDEWKCLNSTQRTLYRDVMLENYRNLVSLDLSRNCVIKELAPQQEGNPGEVFHTVTLEQHEKHDIEEFCFREIKKKIHDFDCQWRDDERNCNKVTTAPKENLTCRRDQRDRRGIGNKSIKHQLGLSFLPHPHELQQFQAEGKIYECNHVEKSVNHGSSVSPPQIISSTIKTHVSNKYGTDFICSSLLTQEQKSCIREKPYRYIECDKALNHGSHMTVRQVSHSGEKGYKCDLCGKVFSQKSNLARHWRVHTGEKPYKCNECDRSFSRNSCLALHRRVHTGEKPY.... Result: 1 (the proteins interact). (5) Protein 1 (ENSG00000099785) has sequence MTTGDCCHLPGSLCDCSGSPAFSKVVEATGLGPPQYVAQVTSRDGRLLSTVIRALDTPSDGPFCRICHEGANGECLLSPCGCTGTLGAVHKSCLEKWLSSSNTSYCELCHTEFAVEKRPRPLTEWLKDPGPRTEKRTLCCDMVCFLFITPLAAISGWLCLRGAQDHLRLHSQLEAVGLIALTIALFTIYVLWTLVSFRYHCQLYSEWRKTNQKVRLKIREADSPEGPQHSPLAAGLLKKVAEETPV*MTTGDCCHLPGSLCDCSGSPAFSKVVEATGLGPPQYVAQVTSRDGRLLSTVIR.... Protein 2 (ENSG00000205213) has sequence MPGPLGLLCFLALGLLGSAGPSGAAPPLCAAPCSCDGDRRVDCSGKGLTAVPEGLSAFTQALDISMNNITQLPEDAFKNFPFLEELQLAGNDLSFIHPKALSGLKELKVLTLQNNQLKTVPSEAIRGLSALQSLRLDANHITSVPEDSFEGLVQLRHLWLDDNSLTEVPVHPLSNLPTLQALTLALNKISSIPDFAFTNLSSLVVLHLHNNKIRSLSQHCFDGLDNLETLDLNYNNLGEFPQAIKALPSLKELGFHSNSISVIPDGAFDGNPLLRTIHLYDNPLSFVGNSAFHNLSDLHS.... Result: 1 (the proteins interact).